Task: Binary Classification. Given a miRNA mature sequence and a target amino acid sequence, predict their likelihood of interaction.. Dataset: Experimentally validated miRNA-target interactions with 360,000+ pairs, plus equal number of negative samples (1) The miRNA is hsa-miR-8062 with sequence CAGUGAUUUGAGGAUUAUUGC. The protein sequence of the target gene is MGKGQPKEPKIEQSVVDLCKRTVAMNLLQCYPTTTVDEMNCEEWGNGTESTQSVAACQGCIELRKEVTDLRQAVNLILPMLPLYPTIGNGFNATGLAAQPTLQHVIQQSLLRKRPVAQTPTVPQPECPGQIRPVLSSPAAALQNVIMLNPWIMGSSLKPASPTLPNGQIPTTIGETSLQGTDDQTVKWIGPSSVDSNGQKTDSSAASAGDNQNIDVIGDGSESPTSSNHSAQEIALMTSQQTFLNALKDSSFLFTNPVPTVETAPPLRVAPPINGTTNGTAKAGGPERKPRKPVNDDIVK.... Result: 0 (no interaction). (2) The miRNA is hsa-miR-4516 with sequence GGGAGAAGGGUCGGGGC. The protein sequence of the target gene is MGRESRHYRKRSASRGRSGSRSRSRSPSDKRSKRGDDRRSRSRDRDRRRERSRSRDKRRSRSRDRKRLRRSRSRERDRSRERRRSRSRDRRRSRSRSRGRRSRSSSPGSKTKKTENRSRSKEKAEGGDSSKEKKKDKDDKEDEKEKDAGNFDQNKLEEEMRKRKERVEKWREEQRKKAMENIGELKKEIEEMKQGKKWSLEDDDDDEDDPAEAEKEGTEMEDEELDPLDAYMEEVKEEVKKFNMRSVKGGAGNEKKSGPTVTKVVTVVTTKKAVVDADKKKGELMENDQDAMEYSSEEEE.... Result: 0 (no interaction).